Dataset: NCI-60 drug combinations with 297,098 pairs across 59 cell lines. Task: Regression. Given two drug SMILES strings and cell line genomic features, predict the synergy score measuring deviation from expected non-interaction effect. (1) Drug 1: CS(=O)(=O)OCCCCOS(=O)(=O)C. Drug 2: C1CC(=O)NC(=O)C1N2C(=O)C3=CC=CC=C3C2=O. Cell line: HT29. Synergy scores: CSS=4.00, Synergy_ZIP=-2.07, Synergy_Bliss=2.36, Synergy_Loewe=4.98, Synergy_HSA=3.29. (2) Drug 1: CS(=O)(=O)C1=CC(=C(C=C1)C(=O)NC2=CC(=C(C=C2)Cl)C3=CC=CC=N3)Cl. Drug 2: C1=CC=C(C=C1)NC(=O)CCCCCCC(=O)NO. Cell line: NCI/ADR-RES. Synergy scores: CSS=23.2, Synergy_ZIP=-7.13, Synergy_Bliss=-2.28, Synergy_Loewe=-20.5, Synergy_HSA=-1.84. (3) Drug 1: CC1OCC2C(O1)C(C(C(O2)OC3C4COC(=O)C4C(C5=CC6=C(C=C35)OCO6)C7=CC(=C(C(=C7)OC)O)OC)O)O. Drug 2: CS(=O)(=O)OCCCCOS(=O)(=O)C. Cell line: CAKI-1. Synergy scores: CSS=48.8, Synergy_ZIP=-6.82, Synergy_Bliss=-6.68, Synergy_Loewe=-0.937, Synergy_HSA=0.277.